Dataset: Peptide-MHC class I binding affinity with 185,985 pairs from IEDB/IMGT. Task: Regression. Given a peptide amino acid sequence and an MHC pseudo amino acid sequence, predict their binding affinity value. This is MHC class I binding data. (1) The peptide sequence is VFSAVGNICY. The MHC is HLA-A30:02 with pseudo-sequence HLA-A30:02. The binding affinity (normalized) is 0.757. (2) The peptide sequence is VDILAGYGA. The MHC is Patr-B2401 with pseudo-sequence Patr-B2401. The binding affinity (normalized) is 0.322. (3) The peptide sequence is HWVPTSRTTW. The MHC is HLA-A23:01 with pseudo-sequence HLA-A23:01. The binding affinity (normalized) is 0.390. (4) The peptide sequence is RAIVNKPML. The MHC is H-2-Db with pseudo-sequence H-2-Db. The binding affinity (normalized) is 0.732. (5) The peptide sequence is KFDPTLAYTY. The MHC is Mamu-B17 with pseudo-sequence Mamu-B17. The binding affinity (normalized) is 0. (6) The peptide sequence is LLFLVLIMLI. The MHC is HLA-A02:06 with pseudo-sequence HLA-A02:06. The binding affinity (normalized) is 0.166. (7) The peptide sequence is DINSDNSNI. The MHC is HLA-A02:01 with pseudo-sequence HLA-A02:01. The binding affinity (normalized) is 0.0646.